From a dataset of Catalyst prediction with 721,799 reactions and 888 catalyst types from USPTO. Predict which catalyst facilitates the given reaction. (1) Reactant: [CH3:1][NH:2][S:3]([C:6]1[CH:11]=[CH:10][C:9]([C:12]2[N:17]=[C:16]([NH:18]C(=O)OC(C)(C)C)[CH:15]=[CH:14][CH:13]=2)=[CH:8][CH:7]=1)(=[O:5])=[O:4].[ClH:26].CO. Product: [ClH:26].[NH2:18][C:16]1[N:17]=[C:12]([C:9]2[CH:10]=[CH:11][C:6]([S:3]([NH:2][CH3:1])(=[O:4])=[O:5])=[CH:7][CH:8]=2)[CH:13]=[CH:14][CH:15]=1. The catalyst class is: 5. (2) Reactant: [F:1][C:2]1[C:3]([NH:37][CH:38]([C:45]2([CH3:50])[CH2:49][CH2:48][CH2:47][CH2:46]2)[CH2:39][C:40]([O:42][CH2:43][CH3:44])=[O:41])=[N:4][C:5]([C:8]2[C:16]3[C:11](=[N:12][CH:13]=[C:14]([F:17])[CH:15]=3)[N:10](C(C3C=CC=CC=3)(C3C=CC=CC=3)C3C=CC=CC=3)[N:9]=2)=[N:6][CH:7]=1.C([SiH](CC)CC)C.FC(F)(F)C(O)=O. Product: [F:1][C:2]1[C:3]([NH:37][CH:38]([C:45]2([CH3:50])[CH2:46][CH2:47][CH2:48][CH2:49]2)[CH2:39][C:40]([O:42][CH2:43][CH3:44])=[O:41])=[N:4][C:5]([C:8]2[C:16]3[C:11](=[N:12][CH:13]=[C:14]([F:17])[CH:15]=3)[NH:10][N:9]=2)=[N:6][CH:7]=1. The catalyst class is: 4. (3) Reactant: [H-].[Na+].[C:3]([O:7][C:8](=[O:41])[NH:9][C@H:10]1[CH2:15][CH2:14][C@H:13]([NH:16][C:17]2[CH:22]=[C:21]([N:23]3[C:27]4[CH:28]=[CH:29][CH:30]=[CH:31][C:26]=4[N:25]=[C:24]3[CH:32]([F:34])[F:33])[N:20]=[C:19]([N:35]3[CH2:40][CH2:39][O:38][CH2:37][CH2:36]3)[N:18]=2)[CH2:12][CH2:11]1)([CH3:6])([CH3:5])[CH3:4].Br[CH2:43][CH:44]([CH3:46])[CH3:45]. Product: [C:3]([O:7][C:8](=[O:41])[NH:9][C@H:10]1[CH2:11][CH2:12][C@H:13]([N:16]([C:17]2[CH:22]=[C:21]([N:23]3[C:27]4[CH:28]=[CH:29][CH:30]=[CH:31][C:26]=4[N:25]=[C:24]3[CH:32]([F:33])[F:34])[N:20]=[C:19]([N:35]3[CH2:36][CH2:37][O:38][CH2:39][CH2:40]3)[N:18]=2)[CH2:43][CH:44]([CH3:46])[CH3:45])[CH2:14][CH2:15]1)([CH3:6])([CH3:4])[CH3:5]. The catalyst class is: 9. (4) Reactant: [C:1]([C:3]1[C:4]([NH2:10])=[N:5][C:6]([NH2:9])=[CH:7][CH:8]=1)#[CH:2].[F:11][C:12]1[CH:17]=[C:16]([CH2:18][O:19][C:20]2[CH:25]=[CH:24][CH:23]=[CH:22][N:21]=2)[CH:15]=[CH:14][C:13]=1[CH2:26][C:27](Cl)=[N:28][OH:29].C(N(CC)CC)C. Product: [F:11][C:12]1[CH:17]=[C:16]([CH2:18][O:19][C:20]2[CH:25]=[CH:24][CH:23]=[CH:22][N:21]=2)[CH:15]=[CH:14][C:13]=1[CH2:26][C:27]1[CH:2]=[C:1]([C:3]2[C:4]([NH2:10])=[N:5][C:6]([NH2:9])=[CH:7][CH:8]=2)[O:29][N:28]=1. The catalyst class is: 7.